Dataset: Tyrosyl-DNA phosphodiesterase HTS with 341,365 compounds. Task: Binary Classification. Given a drug SMILES string, predict its activity (active/inactive) in a high-throughput screening assay against a specified biological target. (1) The molecule is s1c(c(nc1NC(=O)CCC(O)=O)C)C(=O)N(C)C. The result is 0 (inactive). (2) The compound is O=C(Nc1c(cc([N+]([O-])=O)cc1)C)Cc1ccc(cc1)C. The result is 0 (inactive). (3) The drug is o1c2c(c(c1)C(=O)c1ccc(cc1)C)C(=O)C(=O)c1c2cccc1. The result is 0 (inactive).